From a dataset of NCI-60 drug combinations with 297,098 pairs across 59 cell lines. Regression. Given two drug SMILES strings and cell line genomic features, predict the synergy score measuring deviation from expected non-interaction effect. (1) Drug 1: CC(C)NC(=O)C1=CC=C(C=C1)CNNC.Cl. Drug 2: CC1=C(C(=O)C2=C(C1=O)N3CC4C(C3(C2COC(=O)N)OC)N4)N. Cell line: NCI-H226. Synergy scores: CSS=8.70, Synergy_ZIP=-3.15, Synergy_Bliss=-5.45, Synergy_Loewe=-48.3, Synergy_HSA=-6.29. (2) Drug 1: C(CC(=O)O)C(=O)CN.Cl. Drug 2: CCC1(C2=C(COC1=O)C(=O)N3CC4=CC5=C(C=CC(=C5CN(C)C)O)N=C4C3=C2)O.Cl. Cell line: UO-31. Synergy scores: CSS=3.85, Synergy_ZIP=-5.40, Synergy_Bliss=-1.66, Synergy_Loewe=-12.4, Synergy_HSA=-5.15. (3) Drug 1: CC12CCC3C(C1CCC2=O)CC(=C)C4=CC(=O)C=CC34C. Drug 2: CC1=CC=C(C=C1)C2=CC(=NN2C3=CC=C(C=C3)S(=O)(=O)N)C(F)(F)F. Cell line: MDA-MB-435. Synergy scores: CSS=33.5, Synergy_ZIP=3.38, Synergy_Bliss=4.27, Synergy_Loewe=2.84, Synergy_HSA=2.46. (4) Drug 1: C1=CC=C(C=C1)NC(=O)CCCCCCC(=O)NO. Drug 2: CC(C)(C#N)C1=CC(=CC(=C1)CN2C=NC=N2)C(C)(C)C#N. Cell line: SK-MEL-5. Synergy scores: CSS=8.54, Synergy_ZIP=-0.521, Synergy_Bliss=-1.19, Synergy_Loewe=-0.263, Synergy_HSA=-3.30. (5) Drug 1: C1CCN(CC1)CCOC2=CC=C(C=C2)C(=O)C3=C(SC4=C3C=CC(=C4)O)C5=CC=C(C=C5)O. Drug 2: CC1=C(C(=O)C2=C(C1=O)N3CC4C(C3(C2COC(=O)N)OC)N4)N. Cell line: SNB-75. Synergy scores: CSS=48.3, Synergy_ZIP=-2.50, Synergy_Bliss=-1.83, Synergy_Loewe=-16.3, Synergy_HSA=0.00456. (6) Drug 1: CCCS(=O)(=O)NC1=C(C(=C(C=C1)F)C(=O)C2=CNC3=C2C=C(C=N3)C4=CC=C(C=C4)Cl)F. Drug 2: CN(CC1=CN=C2C(=N1)C(=NC(=N2)N)N)C3=CC=C(C=C3)C(=O)NC(CCC(=O)O)C(=O)O. Cell line: SK-OV-3. Synergy scores: CSS=11.0, Synergy_ZIP=-5.94, Synergy_Bliss=-2.05, Synergy_Loewe=-26.1, Synergy_HSA=-2.56.